From a dataset of Forward reaction prediction with 1.9M reactions from USPTO patents (1976-2016). Predict the product of the given reaction. Given the reactants [OH:1][C:2]1[CH:9]=[C:8](O)[CH:7]=[CH:6][C:3]=1[CH:4]=[O:5].[C:11](=[O:14])([O-])[O-].[K+].[K+].Br[CH2:18][CH2:19][CH2:20][CH2:21][CH2:22][CH2:23][CH2:24][CH2:25][CH2:26][CH2:27][CH2:28][CH2:29][CH2:30][CH2:31][CH2:32][CH2:33][CH2:34][CH2:35][CH2:36][CH2:37][CH2:38][CH3:39], predict the reaction product. The product is: [CH2:18]([O:1][C:2]1[CH:9]=[C:8]([O:14][CH2:11][CH2:38][CH2:37][CH2:36][CH2:35][CH2:34][CH2:33][CH2:32][CH2:31][CH2:30][CH2:29][CH2:28][CH2:27][CH2:26][CH2:25][CH2:24][CH2:23][CH2:22][CH2:21][CH2:20][CH2:19][CH3:18])[CH:7]=[CH:6][C:3]=1[CH:4]=[O:5])[CH2:19][CH2:20][CH2:21][CH2:22][CH2:23][CH2:24][CH2:25][CH2:26][CH2:27][CH2:28][CH2:29][CH2:30][CH2:31][CH2:32][CH2:33][CH2:34][CH2:35][CH2:36][CH2:37][CH2:38][CH3:39].